This data is from Catalyst prediction with 721,799 reactions and 888 catalyst types from USPTO. The task is: Predict which catalyst facilitates the given reaction. Product: [CH3:1][O:2][C:3]([C@@H:5]1[C@@H:9]([CH2:10][OH:11])[CH2:8][N:7]([C:19]([O:21][C:22]([CH3:25])([CH3:24])[CH3:23])=[O:20])[CH2:6]1)=[O:4]. The catalyst class is: 17. Reactant: [CH3:1][O:2][C:3]([C@@H:5]1[C@@H:9]([C:10](C)(C)[O:11][SiH2]C(C)(C)C)[CH2:8][N:7]([C:19]([O:21][C:22]([CH3:25])([CH3:24])[CH3:23])=[O:20])[CH2:6]1)=[O:4].O.